Task: Predict which catalyst facilitates the given reaction.. Dataset: Catalyst prediction with 721,799 reactions and 888 catalyst types from USPTO (1) Reactant: [CH3:1][O:2][C:3]1[CH:12]=[N:11][C:10]2[C:5](=[C:6]([CH:13]3[CH2:15][O:14]3)[CH:7]=[CH:8][CH:9]=2)[N:4]=1.[NH4+].[Cl-].[N-:18]=[N+:19]=[N-:20].[Na+]. Product: [N:18]([CH:13]([C:6]1[CH:7]=[CH:8][CH:9]=[C:10]2[C:5]=1[N:4]=[C:3]([O:2][CH3:1])[CH:12]=[N:11]2)[CH2:15][OH:14])=[N+:19]=[N-:20]. The catalyst class is: 5. (2) Reactant: [Cl:1][C:2]1[C:7]([C:8]([NH2:10])=[O:9])=[C:6]([OH:11])[C:5]([NH:12][C:13]2[C:16](=[O:17])[C:15](=[O:18])[C:14]=2Cl)=[CH:4][CH:3]=1.[Cl:20][C:21]1[CH:27]=[CH:26][CH:25]=[CH:24][C:22]=1[NH2:23]. Product: [Cl:1][C:2]1[C:7]([C:8]([NH2:10])=[O:9])=[C:6]([OH:11])[C:5]([NH:12][C:13]2[C:16](=[O:17])[C:15](=[O:18])[C:14]=2[NH:23][C:22]2[CH:24]=[CH:25][CH:26]=[CH:27][C:21]=2[Cl:20])=[CH:4][CH:3]=1. The catalyst class is: 16. (3) Reactant: [C:1]([O:5][N:6]=[C:7]1[C:16]2[C:11](=[CH:12][CH:13]=[C:14]([OH:17])[CH:15]=2)[O:10][C:9]([C:18]2[N:23]=[CH:22][C:21]3[CH:24]=[CH:25][S:26][C:20]=3[CH:19]=2)=[CH:8]1)([CH3:4])([CH3:3])[CH3:2].[N:27]1[CH:32]=[CH:31][CH:30]=[N:29][C:28]=1[N:33]1[CH2:38][CH2:37][CH:36](OS(C)(=O)=O)[CH2:35][CH2:34]1. Product: [C:1]([O:5][N:6]=[C:7]1[C:16]2[C:11](=[CH:12][CH:13]=[C:14]([O:17][CH:36]3[CH2:37][CH2:38][N:33]([C:28]4[N:27]=[CH:32][CH:31]=[CH:30][N:29]=4)[CH2:34][CH2:35]3)[CH:15]=2)[O:10][C:9]([C:18]2[N:23]=[CH:22][C:21]3[CH:24]=[CH:25][S:26][C:20]=3[CH:19]=2)=[CH:8]1)([CH3:4])([CH3:2])[CH3:3]. The catalyst class is: 9. (4) Reactant: Cl[C:2]1[CH:3]=[C:4]([O:11][CH2:12][CH2:13][O:14][CH3:15])[C:5]([N+:8]([O-:10])=[O:9])=[N:6][CH:7]=1.[C:16]1([OH:22])[CH:21]=[CH:20][CH:19]=[CH:18][CH:17]=1.C([O-])([O-])=O.[K+].[K+].O. Product: [CH3:15][O:14][CH2:13][CH2:12][O:11][C:4]1[C:5]([N+:8]([O-:10])=[O:9])=[N:6][CH:7]=[C:2]([O:22][C:16]2[CH:21]=[CH:20][CH:19]=[CH:18][CH:17]=2)[CH:3]=1. The catalyst class is: 3. (5) Reactant: [C:1]([O:5][C:6]([NH:8][CH2:9][C:10]1[C:11]([CH2:38][CH:39]([CH3:41])[CH3:40])=[N:12][C:13]([CH3:37])=[C:14]([C:29]=1[C:30]1[CH:35]=[CH:34][C:33]([CH3:36])=[CH:32][CH:31]=1)[C:15]([O:17][CH2:18][C:19]([O:21]CC1C=CC=CC=1)=[O:20])=[O:16])=[O:7])([CH3:4])([CH3:3])[CH3:2]. Product: [C:1]([O:5][C:6]([NH:8][CH2:9][C:10]1[C:29]([C:30]2[CH:35]=[CH:34][C:33]([CH3:36])=[CH:32][CH:31]=2)=[C:14]([C:15]([O:17][CH2:18][C:19]([OH:21])=[O:20])=[O:16])[C:13]([CH3:37])=[N:12][C:11]=1[CH2:38][CH:39]([CH3:40])[CH3:41])=[O:7])([CH3:2])([CH3:3])[CH3:4]. The catalyst class is: 349.